The task is: Regression. Given two drug SMILES strings and cell line genomic features, predict the synergy score measuring deviation from expected non-interaction effect.. This data is from NCI-60 drug combinations with 297,098 pairs across 59 cell lines. (1) Drug 1: CC1=C2C(C(=O)C3(C(CC4C(C3C(C(C2(C)C)(CC1OC(=O)C(C(C5=CC=CC=C5)NC(=O)OC(C)(C)C)O)O)OC(=O)C6=CC=CC=C6)(CO4)OC(=O)C)OC)C)OC. Drug 2: C1=CN(C=N1)CC(O)(P(=O)(O)O)P(=O)(O)O. Cell line: OVCAR-8. Synergy scores: CSS=44.8, Synergy_ZIP=-6.20, Synergy_Bliss=-13.9, Synergy_Loewe=-40.7, Synergy_HSA=-13.5. (2) Drug 1: CC(CN1CC(=O)NC(=O)C1)N2CC(=O)NC(=O)C2. Drug 2: C1=CC(=CC=C1CC(C(=O)O)N)N(CCCl)CCCl.Cl. Cell line: SK-MEL-28. Synergy scores: CSS=19.0, Synergy_ZIP=-1.01, Synergy_Bliss=8.11, Synergy_Loewe=4.53, Synergy_HSA=5.46. (3) Drug 1: CN1CCC(CC1)COC2=C(C=C3C(=C2)N=CN=C3NC4=C(C=C(C=C4)Br)F)OC. Drug 2: CC1C(C(=O)NC(C(=O)N2CCCC2C(=O)N(CC(=O)N(C(C(=O)O1)C(C)C)C)C)C(C)C)NC(=O)C3=C4C(=C(C=C3)C)OC5=C(C(=O)C(=C(C5=N4)C(=O)NC6C(OC(=O)C(N(C(=O)CN(C(=O)C7CCCN7C(=O)C(NC6=O)C(C)C)C)C)C(C)C)C)N)C. Cell line: IGROV1. Synergy scores: CSS=59.8, Synergy_ZIP=5.32, Synergy_Bliss=8.12, Synergy_Loewe=7.45, Synergy_HSA=7.67. (4) Drug 1: CC12CCC3C(C1CCC2OP(=O)(O)O)CCC4=C3C=CC(=C4)OC(=O)N(CCCl)CCCl.[Na+]. Drug 2: CC1C(C(CC(O1)OC2CC(CC3=C2C(=C4C(=C3O)C(=O)C5=C(C4=O)C(=CC=C5)OC)O)(C(=O)CO)O)N)O.Cl. Cell line: DU-145. Synergy scores: CSS=45.2, Synergy_ZIP=4.86, Synergy_Bliss=9.22, Synergy_Loewe=-5.84, Synergy_HSA=9.23. (5) Cell line: SN12C. Drug 2: CN1C2=C(C=C(C=C2)N(CCCl)CCCl)N=C1CCCC(=O)O.Cl. Drug 1: CC1=C(C=C(C=C1)NC(=O)C2=CC=C(C=C2)CN3CCN(CC3)C)NC4=NC=CC(=N4)C5=CN=CC=C5. Synergy scores: CSS=-9.31, Synergy_ZIP=2.81, Synergy_Bliss=0.142, Synergy_Loewe=-6.98, Synergy_HSA=-6.97. (6) Drug 1: C1C(C(OC1N2C=NC3=C(N=C(N=C32)Cl)N)CO)O. Drug 2: C1C(C(OC1N2C=NC3=C2NC=NCC3O)CO)O. Cell line: NCI-H460. Synergy scores: CSS=25.0, Synergy_ZIP=-0.720, Synergy_Bliss=-1.08, Synergy_Loewe=-1.27, Synergy_HSA=-1.25.